Dataset: NCI-60 drug combinations with 297,098 pairs across 59 cell lines. Task: Regression. Given two drug SMILES strings and cell line genomic features, predict the synergy score measuring deviation from expected non-interaction effect. (1) Drug 1: C1CN1P(=S)(N2CC2)N3CC3. Drug 2: CS(=O)(=O)CCNCC1=CC=C(O1)C2=CC3=C(C=C2)N=CN=C3NC4=CC(=C(C=C4)OCC5=CC(=CC=C5)F)Cl. Cell line: SK-MEL-28. Synergy scores: CSS=-2.76, Synergy_ZIP=4.08, Synergy_Bliss=11.3, Synergy_Loewe=-6.48, Synergy_HSA=-4.32. (2) Drug 1: CCC1(CC2CC(C3=C(CCN(C2)C1)C4=CC=CC=C4N3)(C5=C(C=C6C(=C5)C78CCN9C7C(C=CC9)(C(C(C8N6C)(C(=O)OC)O)OC(=O)C)CC)OC)C(=O)OC)O.OS(=O)(=O)O. Drug 2: CC(C)(C#N)C1=CC(=CC(=C1)CN2C=NC=N2)C(C)(C)C#N. Cell line: MALME-3M. Synergy scores: CSS=2.00, Synergy_ZIP=6.04, Synergy_Bliss=12.3, Synergy_Loewe=-1.73, Synergy_HSA=3.55. (3) Drug 1: CC12CCC(CC1=CCC3C2CCC4(C3CC=C4C5=CN=CC=C5)C)O. Drug 2: C1CNP(=O)(OC1)N(CCCl)CCCl. Cell line: COLO 205. Synergy scores: CSS=-1.92, Synergy_ZIP=0.680, Synergy_Bliss=-8.89, Synergy_Loewe=-11.3, Synergy_HSA=-12.8. (4) Drug 1: CN1C(=O)N2C=NC(=C2N=N1)C(=O)N. Drug 2: C1CN(CCN1C(=O)CCBr)C(=O)CCBr. Cell line: HCT116. Synergy scores: CSS=5.37, Synergy_ZIP=-2.87, Synergy_Bliss=1.42, Synergy_Loewe=-20.4, Synergy_HSA=-4.65.